This data is from Catalyst prediction with 721,799 reactions and 888 catalyst types from USPTO. The task is: Predict which catalyst facilitates the given reaction. (1) The catalyst class is: 9. Product: [CH2:1]([O:3][C:4](=[O:30])[CH2:5][N:6]1[C:14]2[CH2:13][CH2:12][CH2:11][CH:10]([NH:15][S:16]([C:19]3[CH:24]=[C:23]([C:25]([F:28])([F:26])[F:27])[CH:22]=[C:21]([O:35][CH2:33][CH3:34])[CH:20]=3)(=[O:18])=[O:17])[C:9]=2[CH:8]=[N:7]1)[CH3:2]. Reactant: [CH2:1]([O:3][C:4](=[O:30])[CH2:5][N:6]1[C:14]2[CH2:13][CH2:12][CH2:11][CH:10]([NH:15][S:16]([C:19]3[CH:24]=[C:23]([C:25]([F:28])([F:27])[F:26])[CH:22]=[C:21](F)[CH:20]=3)(=[O:18])=[O:17])[C:9]=2[CH:8]=[N:7]1)[CH3:2].[H-].[Na+].[CH2:33]([OH:35])[CH3:34].Cl. (2) Reactant: [C:1](Cl)(=O)[C:2]([Cl:4])=[O:3].[F:7][C:8]([F:19])([F:18])[C:9]1C(C(O)=O)=[CH:13][N:12]=[CH:11][CH:10]=1.CN(C)C=O. Product: [F:7][C:8]([F:19])([F:18])[C:9]1[C:1]([C:2]([Cl:4])=[O:3])=[CH:13][N:12]=[CH:11][CH:10]=1. The catalyst class is: 4.